This data is from Full USPTO retrosynthesis dataset with 1.9M reactions from patents (1976-2016). The task is: Predict the reactants needed to synthesize the given product. Given the product [CH3:1][N:2]1[C:3](=[O:21])[C:4]([C:15]2[CH:20]=[CH:19][N:18]=[CH:17][CH:16]=2)=[C:5]2[C:11](=[O:13])[N:22]([CH2:23][CH2:24][C:25]3[CH:34]=[CH:33][C:32]4[C:27](=[CH:28][CH:29]=[CH:30][CH:31]=4)[N:26]=3)[C:8](=[O:10])[C:6]2=[CH:7]1, predict the reactants needed to synthesize it. The reactants are: [CH3:1][N:2]1[CH:7]=[C:6]([C:8]([OH:10])=O)[C:5]([C:11]([O:13]C)=O)=[C:4]([C:15]2[CH:20]=[CH:19][N:18]=[CH:17][CH:16]=2)[C:3]1=[O:21].[NH2:22][CH2:23][CH2:24][C:25]1[CH:34]=[CH:33][C:32]2[C:27](=[CH:28][CH:29]=[CH:30][CH:31]=2)[N:26]=1.C1CN([P+](ON2N=NC3C=CC=CC2=3)(N2CCCC2)N2CCCC2)CC1.F[P-](F)(F)(F)(F)F.CCN(C(C)C)C(C)C.